This data is from Reaction yield outcomes from USPTO patents with 853,638 reactions. The task is: Predict the reaction yield, written as a fraction of the theoretical maximum amount of product (1.0 means a 100% yield; for example, 0.34 means a 34% yield). (1) The reactants are [Cl:1][C:2]1[C:3]([O:12][C:13]2[CH:18]=[C:17]([O:19][CH2:20][C:21]([N:23]([CH2:26][CH3:27])[CH2:24][CH3:25])=[O:22])[CH:16]=[CH:15][C:14]=2[CH2:28][CH2:29][C:30]([O:32]CC)=[O:31])=[N:4][CH:5]=[C:6]([C:8]([F:11])([F:10])[F:9])[CH:7]=1.[OH-].[Na+].Cl. The catalyst is O1CCCC1.C(O)C.C1(C)C=CC=CC=1. The product is [Cl:1][C:2]1[C:3]([O:12][C:13]2[CH:18]=[C:17]([O:19][CH2:20][C:21]([N:23]([CH2:26][CH3:27])[CH2:24][CH3:25])=[O:22])[CH:16]=[CH:15][C:14]=2[CH2:28][CH2:29][C:30]([OH:32])=[O:31])=[N:4][CH:5]=[C:6]([C:8]([F:9])([F:10])[F:11])[CH:7]=1. The yield is 0.930. (2) The reactants are C[C:2](C)([O-:4])C.[Na+].[C:7]([O:11][CH3:12])(=[O:10])[CH2:8][SH:9].COC([C:17]1[C:18]2[CH:26]=[CH:25][CH:24]=[CH:23][C:19]=2[S:20][C:21]=1Cl)=O.O. The catalyst is CN(C=O)C. The product is [CH3:12][O:11][C:7]([C:8]1[S:9][C:17]2[C:18]3[CH:26]=[CH:25][CH:24]=[CH:23][C:19]=3[S:20][C:21]=2[C:2]=1[OH:4])=[O:10]. The yield is 0.610. (3) The reactants are [C:1]([O:5][C:6]([N:8]([C@H:16]1[CH2:24][CH2:23][CH2:22][C@H:21]([OH:25])[C@@H:20]([OH:26])[C@H:19]([CH3:27])[O:18][C:17]1=[O:28])[C:9](=[O:15])[O:10][C:11]([CH3:14])([CH3:13])[CH3:12])=[O:7])([CH3:4])([CH3:3])[CH3:2].C(=O)(O[CH2:31][C:32]([CH3:34])=[CH2:33])O[CH2:31][C:32]([CH3:34])=[CH2:33]. The catalyst is C1COCC1.C1C=CC(P(C2C=CC=CC=2)[C-]2C=CC=C2)=CC=1.C1C=CC(P(C2C=CC=CC=2)[C-]2C=CC=C2)=CC=1.[Fe+2].C1C=CC(/C=C/C(/C=C/C2C=CC=CC=2)=O)=CC=1.C1C=CC(/C=C/C(/C=C/C2C=CC=CC=2)=O)=CC=1.C1C=CC(/C=C/C(/C=C/C2C=CC=CC=2)=O)=CC=1.[Pd].[Pd]. The product is [C:1]([O:5][C:6]([N:8]([C@H:16]1[CH2:24][CH2:23][CH2:22][C@H:21]([OH:25])[C@@H:20]([O:26][CH2:33][C:32]([CH3:34])=[CH2:31])[C@H:19]([CH3:27])[O:18][C:17]1=[O:28])[C:9](=[O:15])[O:10][C:11]([CH3:14])([CH3:13])[CH3:12])=[O:7])([CH3:2])([CH3:3])[CH3:4]. The yield is 0.540. (4) The reactants are C(OC([N:8]1[CH2:13][CH2:12][C:11]([C:21]#[N:22])([CH2:14][C:15]2[CH:20]=[CH:19][N:18]=[CH:17][CH:16]=2)[CH2:10][CH2:9]1)=O)(C)(C)C.C(O)(C(F)(F)F)=O. The catalyst is C(Cl)Cl. The product is [N:18]1[CH:19]=[CH:20][C:15]([CH2:14][C:11]2([C:21]#[N:22])[CH2:12][CH2:13][NH:8][CH2:9][CH2:10]2)=[CH:16][CH:17]=1. The yield is 0.760. (5) The reactants are [C:1]([O:5][C:6]([N:8]1[CH2:13][CH:12]=[C:11]([C:14]2[CH:19]=[CH:18][C:17]([N+:20]([O-])=O)=[C:16]([N:23]3[CH2:28][CH2:27][CH:26]([CH3:29])[CH2:25][CH2:24]3)[CH:15]=2)[CH2:10][CH2:9]1)=[O:7])([CH3:4])([CH3:3])[CH3:2]. The catalyst is CO.[Pd]. The product is [C:1]([O:5][C:6]([N:8]1[CH2:9][CH2:10][CH:11]([C:14]2[CH:19]=[CH:18][C:17]([NH2:20])=[C:16]([N:23]3[CH2:28][CH2:27][CH:26]([CH3:29])[CH2:25][CH2:24]3)[CH:15]=2)[CH2:12][CH2:13]1)=[O:7])([CH3:4])([CH3:2])[CH3:3]. The yield is 1.00. (6) The reactants are C([O:5][C:6]([C@H:8]1[CH2:12][CH2:11][CH2:10][N:9]1[C:13](=[O:33])[CH2:14][CH2:15][NH:16][CH2:17][CH2:18][C:19]([N:21]1[CH2:25][CH2:24][CH2:23][C@@H:22]1[C:26]([O:28]C(C)(C)C)=[O:27])=[O:20])=[O:7])(C)(C)C.[F:34][C:35]([F:40])([F:39])[C:36]([OH:38])=[O:37]. The catalyst is ClCCl.O. The product is [F:34][C:35]([F:40])([F:39])[C:36]([OH:38])=[O:37].[C:26]([C@H:22]1[CH2:23][CH2:24][CH2:25][N:21]1[C:19](=[O:20])[CH2:18][CH2:17][NH:16][CH2:15][CH2:14][C:13]([N:9]1[CH2:10][CH2:11][CH2:12][C@@H:8]1[C:6]([OH:7])=[O:5])=[O:33])([OH:28])=[O:27]. The yield is 0.760. (7) The reactants are Br[C:2]1[CH:3]=[C:4]([CH:19]=[CH:20][CH:21]=1)[CH:5]=[C:6]1[CH2:11][CH2:10][N:9]([C:12]([O:14][C:15]([CH3:18])([CH3:17])[CH3:16])=[O:13])[CH2:8][CH2:7]1.[N:22]1[CH:27]=[CH:26][C:25](B(O)O)=[CH:24][CH:23]=1.C(=O)([O-])[O-].[Na+].[Na+]. The catalyst is COCCOC.C1C=CC([P]([Pd]([P](C2C=CC=CC=2)(C2C=CC=CC=2)C2C=CC=CC=2)([P](C2C=CC=CC=2)(C2C=CC=CC=2)C2C=CC=CC=2)[P](C2C=CC=CC=2)(C2C=CC=CC=2)C2C=CC=CC=2)(C2C=CC=CC=2)C2C=CC=CC=2)=CC=1. The product is [N:22]1[CH:27]=[CH:26][C:25]([C:2]2[CH:3]=[C:4]([CH:19]=[CH:20][CH:21]=2)[CH:5]=[C:6]2[CH2:11][CH2:10][N:9]([C:12]([O:14][C:15]([CH3:18])([CH3:17])[CH3:16])=[O:13])[CH2:8][CH2:7]2)=[CH:24][CH:23]=1. The yield is 0.540. (8) The reactants are [C:1]([OH:4])(=[O:3])[CH3:2].[OH:5][C@H:6]1[CH2:30][CH2:29][C@@:28]2([CH3:31])[C@H:8]([CH2:9][CH2:10][C@@H:11]3[C:27]2=[CH:26][CH2:25][C@@:24]2([CH3:32])[C@H:12]3[CH2:13][CH2:14][C@@H:15]2[C@H:16]([CH3:23])[CH2:17][CH2:18][C:19]([O:21][CH3:22])=[O:20])[CH2:7]1. The catalyst is CC(O)=O. The product is [C:1]([OH:4])(=[O:3])[CH3:2].[OH:5][C@H:6]1[CH2:30][CH2:29][C@@:28]2([CH3:31])[C@H:8]([CH2:9][CH2:10][C@@H:11]3[C:27]2=[CH:26][C:25](=[O:3])[C@@:24]2([CH3:32])[C@H:12]3[CH2:13][CH2:14][C@@H:15]2[C@H:16]([CH3:23])[CH2:17][CH2:18][C:19]([O:21][CH3:22])=[O:20])[CH2:7]1. The yield is 0.605. (9) The yield is 0.480. The reactants are [N:1]1([C:10]2[C@:11]3([CH2:28][CH2:27][C@H:26]4[C@@H:16]([CH2:17][CH2:18][C:19]5[C@:24]4([CH3:25])[CH2:23][CH2:22][C:21](=[O:29])[CH:20]=5)[C@@H:13]3[CH2:14][CH:15]=2)[CH3:12])[C:5]2[CH:6]=[CH:7][CH:8]=[CH:9][C:4]=2[N:3]=[CH:2]1.[Li][CH3:31]. The catalyst is C1COCC1. The product is [CH3:31][C:21]1([OH:29])[CH2:22][CH2:23][C@@:24]2([CH3:25])[C:19]([CH2:18][CH2:17][C@@H:16]3[C@@H:26]2[CH2:27][CH2:28][C@@:11]2([CH3:12])[C@H:13]3[CH2:14][CH:15]=[C:10]2[N:1]2[C:5]3[CH:6]=[CH:7][CH:8]=[CH:9][C:4]=3[N:3]=[CH:2]2)=[CH:20]1. (10) The reactants are C(OC([N:8]1[CH2:13][CH2:12][N:11]([C:14]2[CH:19]=[CH:18][C:17]([N+:20]([O-:22])=[O:21])=[CH:16][N:15]=2)[CH2:10][CH2:9]1)=O)(C)(C)C.C(O)(C(F)(F)F)=O. The catalyst is ClCCl. The product is [N+:20]([C:17]1[CH:18]=[CH:19][C:14]([N:11]2[CH2:10][CH2:9][NH:8][CH2:13][CH2:12]2)=[N:15][CH:16]=1)([O-:22])=[O:21]. The yield is 0.960.